Dataset: Catalyst prediction with 721,799 reactions and 888 catalyst types from USPTO. Task: Predict which catalyst facilitates the given reaction. (1) Reactant: [C:1]([NH:4][C:5]1[CH:10]=[C:9]([C:11]2[N:12](COCC[Si](C)(C)C)[C:13]([C:24]([O:26][CH3:27])=[O:25])=[C:14]([C:16]3[CH:21]=[CH:20][C:19]([Cl:22])=[CH:18][C:17]=3[Cl:23])[N:15]=2)[CH:8]=[CH:7][N:6]=1)(=[O:3])[CH3:2].C1C(=O)N([Br:43])C(=O)C1. Product: [C:1]([NH:4][C:5]1[CH:10]=[C:9]([C:11]2[NH:12][C:13]([C:24]([O:26][CH3:27])=[O:25])=[C:14]([C:16]3[CH:21]=[CH:20][C:19]([Cl:22])=[CH:18][C:17]=3[Cl:23])[N:15]=2)[C:8]([Br:43])=[CH:7][N:6]=1)(=[O:3])[CH3:2]. The catalyst class is: 634. (2) Reactant: [Cl:1][C:2]1[N:3]=[C:4]2[CH:9]=[CH:8][C:7]([CH2:10][CH2:11][CH3:12])=[N:6][N:5]2[CH:13]=1.ClC(Cl)C.Cl[S:19]([OH:22])(=O)=[O:20].C([N:25](CC)CC)C.P(Cl)(Cl)(Cl)=O. Product: [Cl:1][C:2]1[N:3]=[C:4]2[CH:9]=[CH:8][C:7]([CH2:10][CH2:11][CH3:12])=[N:6][N:5]2[C:13]=1[S:19]([NH2:25])(=[O:22])=[O:20]. The catalyst class is: 6.